Task: Predict the product of the given reaction.. Dataset: Forward reaction prediction with 1.9M reactions from USPTO patents (1976-2016) Given the reactants [Cl:1][C:2]1[CH:7]=[CH:6][C:5]([C:8](=[O:11])C=C)=[CH:4][CH:3]=1.[F-].[Na+].[C:14](C1C=C(C)C=C(C(C)(C)C)C=1O)(C)(C)C.[F:30][C:31]([F:43])(S(F)(=O)=O)[C:32](O[Si](C)(C)C)=O, predict the reaction product. The product is: [Cl:1][C:2]1[CH:7]=[CH:6][C:5]([C:8]([CH:32]2[CH2:14][C:31]2([F:43])[F:30])=[O:11])=[CH:4][CH:3]=1.